Dataset: Full USPTO retrosynthesis dataset with 1.9M reactions from patents (1976-2016). Task: Predict the reactants needed to synthesize the given product. Given the product [CH:1]([C:3]1[CH:4]=[C:5]([CH:11]=[CH:12][CH:13]=1)[O:6][CH2:7][C:8]([Cl:17])=[O:9])=[O:2], predict the reactants needed to synthesize it. The reactants are: [CH:1]([C:3]1[CH:4]=[C:5]([CH:11]=[CH:12][CH:13]=1)[O:6][CH2:7][C:8](O)=[O:9])=[O:2].C(Cl)(=O)C([Cl:17])=O.